From a dataset of HIV replication inhibition screening data with 41,000+ compounds from the AIDS Antiviral Screen. Binary Classification. Given a drug SMILES string, predict its activity (active/inactive) in a high-throughput screening assay against a specified biological target. (1) The compound is COc1ccc2c(c1)C(N)=C(c1ccccc1OC)C2=O. The result is 0 (inactive). (2) The compound is c1ccc(OP2(Oc3ccccc3)=NP(Oc3ccccc3)(Oc3ccccc3)=NP(Oc3ccccc3)(Oc3ccccc3)=NP(Oc3ccccc3)(Oc3ccccc3)=N2)cc1. The result is 0 (inactive). (3) The drug is COC1CC(O)C2OC(c3ccccc3)OCC2O1. The result is 0 (inactive). (4) The molecule is Cc1ccc(C2=NOC3C(=O)N(c4ccc(Cc5ccc(N6C(=O)C7ON=C(c8ccc(C)cc8)C7C6=O)cc5)cc4)C(=O)C23)cc1. The result is 0 (inactive). (5) The drug is CC1=CC(C)=[N+]2C(c3ccccc3)=[S+][Pd-2]23[S+]=C(c2ccccc2)N13.[Cl-]. The result is 0 (inactive). (6) The drug is CCOC(=O)N1CCc2cc(OC)c(OC)c3c2c1cc1cc(OC)c(OC)cc13. The result is 0 (inactive). (7) The drug is Clc1ccc(NN(c2ccccc2)c2ccc(Cl)cc2)cc1. The result is 0 (inactive).